This data is from Catalyst prediction with 721,799 reactions and 888 catalyst types from USPTO. The task is: Predict which catalyst facilitates the given reaction. (1) Reactant: C(O[C:6](=[O:12])[O:7][C:8]([CH3:11])([CH3:10])[CH3:9])(C)(C)C.[NH:13]1[C:21]2[C:16](=[CH:17][CH:18]=[CH:19][CH:20]=2)[CH2:15][CH2:14]1.[OH-].[Na+]. Product: [N:13]1([C:6]([O:7][C:8]([CH3:9])([CH3:10])[CH3:11])=[O:12])[C:21]2[C:16](=[CH:17][CH:18]=[CH:19][CH:20]=2)[CH2:15][CH2:14]1. The catalyst class is: 34. (2) Reactant: [NH2:1][C:2]1[CH:7]=[CH:6][CH:5]=[CH:4][C:3]=1[CH:8]1[C:17]([CH3:19])([CH3:18])[CH2:16][C:15]2[C:10](=[CH:11][CH:12]=[C:13]([C:20]([O:22][CH3:23])=[O:21])[CH:14]=2)[NH:9]1.[F:24][C:25]1[CH:26]=[C:27]([S:31](Cl)(=[O:33])=[O:32])[CH:28]=[CH:29][CH:30]=1. The catalyst class is: 529. Product: [F:24][C:25]1[CH:26]=[C:27]([S:31]([NH:1][C:2]2[CH:7]=[CH:6][CH:5]=[CH:4][C:3]=2[CH:8]2[C:17]([CH3:18])([CH3:19])[CH2:16][C:15]3[C:10](=[CH:11][CH:12]=[C:13]([C:20]([O:22][CH3:23])=[O:21])[CH:14]=3)[NH:9]2)(=[O:33])=[O:32])[CH:28]=[CH:29][CH:30]=1. (3) Product: [CH3:24][N:25]1[C:8]([CH:10]=[C:11]([CH3:13])[CH3:12])=[CH:9][C:14]([C:15]([O:17][CH2:18][CH3:19])=[O:16])=[N:26]1. Reactant: CC(C)([O-])C.[Na+].O=[C:8]([CH:10]=[C:11]([CH3:13])[CH3:12])[CH3:9].[C:14](OCC)(=O)[C:15]([O:17][CH2:18][CH3:19])=[O:16].[CH3:24][NH:25][NH2:26]. The catalyst class is: 212. (4) Reactant: C([O:3][C:4]([C:6]1[C:18]2[N:10]([C:11]3[CH:12]=[CH:13][CH:14]=[CH:15][C:16]=3[N:17]=2)[C:9]2[N:19]=[C:20]([N:23]3[CH2:29][CH2:28][CH2:27][N:26]([CH3:30])[CH2:25][CH2:24]3)[CH:21]=[CH:22][C:8]=2[CH:7]=1)=[O:5])C.[OH-].[Na+]. Product: [CH3:30][N:26]1[CH2:27][CH2:28][CH2:29][N:23]([C:20]2[CH:21]=[CH:22][C:8]3[CH:7]=[C:6]([C:4]([OH:5])=[O:3])[C:18]4[N:10]([C:9]=3[N:19]=2)[C:11]2[CH:12]=[CH:13][CH:14]=[CH:15][C:16]=2[N:17]=4)[CH2:24][CH2:25]1. The catalyst class is: 315. (5) Reactant: [C:1]1([C:7]2[C:8]([C:19]3[CH:24]=[CH:23][C:22]([CH2:25][N:26]4[CH2:31][CH2:30][CH:29]([C:32]5[NH:36][C:35]([C:37]6[CH:42]=[CH:41][CH:40]=[CH:39][N:38]=6)=[N:34][N:33]=5)[CH2:28][CH2:27]4)=[CH:21][CH:20]=3)=[N:9][C:10]3[C:15]([CH:16]=2)=[C:14]([NH:17][NH2:18])[N:13]=[CH:12][CH:11]=3)[CH:6]=[CH:5][CH:4]=[CH:3][CH:2]=1.[CH:43](OOC)(OOC)OOC.C1(C)C(S(O)(=O)=O)=CC=CC=1. Product: [C:1]1([C:7]2[C:8]([C:19]3[CH:20]=[CH:21][C:22]([CH2:25][N:26]4[CH2:27][CH2:28][CH:29]([C:32]5[NH:36][C:35]([C:37]6[CH:42]=[CH:41][CH:40]=[CH:39][N:38]=6)=[N:34][N:33]=5)[CH2:30][CH2:31]4)=[CH:23][CH:24]=3)=[N:9][C:10]3[CH:11]=[CH:12][N:13]4[CH:43]=[N:18][N:17]=[C:14]4[C:15]=3[CH:16]=2)[CH:6]=[CH:5][CH:4]=[CH:3][CH:2]=1. The catalyst class is: 442.